This data is from Catalyst prediction with 721,799 reactions and 888 catalyst types from USPTO. The task is: Predict which catalyst facilitates the given reaction. (1) Reactant: [C:1]([C:5]1[CH:27]=[C:8]2[N:9]=[C:10]([CH3:26])[C:11]([CH:14]([CH2:19][CH2:20][CH2:21]C(F)(F)F)[C:15]([O:17][CH3:18])=[O:16])=[C:12](Cl)[N:7]2[N:6]=1)([CH3:4])([CH3:3])[CH3:2].B(O)(O)[C:29]1[CH:30]=[CH:31][C:32]([CH3:35])=[CH:33][CH:34]=1.[CH:38](N(C(C)C)CC)(C)C. Product: [C:1]([C:5]1[CH:27]=[C:8]2[N:9]=[C:10]([CH3:26])[C:11]([CH:14]([CH:19]([CH3:38])[CH2:20][CH3:21])[C:15]([O:17][CH3:18])=[O:16])=[C:12]([C:29]3[CH:30]=[CH:31][C:32]([CH3:35])=[CH:33][CH:34]=3)[N:7]2[N:6]=1)([CH3:4])([CH3:2])[CH3:3]. The catalyst class is: 149. (2) Reactant: [CH3:1][C:2]1[C:7]([C:8]([F:11])([F:10])[F:9])=[CH:6][CH:5]=[CH:4][C:3]=1[CH2:12][C:13]1[C:14]([NH2:18])=[N:15][NH:16][CH:17]=1.O=[C:20]([C:27]1[CH:32]=[CH:31][N:30]=[CH:29][CH:28]=1)[CH2:21][C:22](OCC)=[O:23]. Product: [CH3:1][C:2]1[C:7]([C:8]([F:9])([F:10])[F:11])=[CH:6][CH:5]=[CH:4][C:3]=1[CH2:12][C:13]1[CH:17]=[N:16][N:15]2[C:22]([OH:23])=[CH:21][C:20]([C:27]3[CH:32]=[CH:31][N:30]=[CH:29][CH:28]=3)=[N:18][C:14]=12. The catalyst class is: 15. (3) Reactant: O.[OH-].[Li+].C[O:5][C:6]([C:8]1[C:17]2[O:16][CH2:15][CH:14]([C:18]3[CH:19]=[N:20][CH:21]=[C:22]([O:24][CH:25]4[CH2:30][CH2:29][N:28]([C:31](=[O:35])[CH:32]([CH3:34])[CH3:33])[CH2:27][CH2:26]4)[CH:23]=3)[O:13][C:12]=2[CH:11]=[CH:10][CH:9]=1)=[O:7].C(O)(=O)C.CCOC(C)=O. Product: [C:31]([N:28]1[CH2:29][CH2:30][CH:25]([O:24][C:22]2[CH:23]=[C:18]([CH:14]3[O:13][C:12]4[CH:11]=[CH:10][CH:9]=[C:8]([C:6]([OH:7])=[O:5])[C:17]=4[O:16][CH2:15]3)[CH:19]=[N:20][CH:21]=2)[CH2:26][CH2:27]1)(=[O:35])[CH:32]([CH3:34])[CH3:33]. The catalyst class is: 127. (4) Product: [CH3:31][N:2]([CH3:1])[S:3]([N:6]1[C:10]([CH2:11][C:13]2[CH:22]=[CH:21][C:16]3[O:17][CH2:18][CH2:19][O:20][C:15]=3[CH:14]=2)=[C:9]([CH3:23])[N:8]=[CH:7]1)(=[O:4])=[O:5]. Reactant: [CH3:1][N:2]([CH3:31])[S:3]([N:6]1[C:10]([CH:11]([C:13]2[CH:22]=[CH:21][C:16]3[O:17][CH2:18][CH2:19][O:20][C:15]=3[CH:14]=2)O)=[C:9]([CH3:23])[N:8]=[C:7]1[Si](C(C)(C)C)(C)C)(=[O:5])=[O:4].CC(C[AlH]CC(C)C)C.[C@H](O)(C([O-])=O)[C@@H](O)C([O-])=O.[Na+].[K+]. The catalyst class is: 27. (5) Reactant: [CH3:1][N:2]([CH2:33][CH2:34][C:35]([O:37]C(C)(C)C)=[O:36])[C:3](=[O:32])[C:4]1[CH:9]=[CH:8][C:7]([NH:10][CH:11]([C:16]2[CH:21]=[CH:20][C:19]([C:22]3[CH:27]=[CH:26][C:25]([C:28]([F:31])([F:30])[F:29])=[CH:24][CH:23]=3)=[CH:18][CH:17]=2)[CH2:12][CH:13]([CH3:15])[CH3:14])=[N:6][CH:5]=1.C(=O)=O.CO.FC(F)(F)C1C=CC(C2N=CC(NC(C3C=CC(C(NCCC(O)=O)=O)=CC=3)CCC)=CN=2)=CC=1.C(O)(C(F)(F)F)=O.C(Cl)Cl.[OH-].[Na+]. Product: [CH3:1][N:2]([CH2:33][CH2:34][C:35]([OH:37])=[O:36])[C:3](=[O:32])[C:4]1[CH:9]=[CH:8][C:7]([NH:10][CH:11]([C:16]2[CH:21]=[CH:20][C:19]([C:22]3[CH:23]=[CH:24][C:25]([C:28]([F:29])([F:30])[F:31])=[CH:26][CH:27]=3)=[CH:18][CH:17]=2)[CH2:12][CH:13]([CH3:15])[CH3:14])=[N:6][CH:5]=1. The catalyst class is: 6. (6) Reactant: C(=O)([O-])[O-].[K+].[K+].C([O:10][C:11]1[C:16]([CH:17]2[CH2:19][CH2:18]2)=[CH:15][CH:14]=[CH:13][C:12]=1[Br:20])(=O)C.O.Cl. Product: [Br:20][C:12]1[CH:13]=[CH:14][CH:15]=[C:16]([CH:17]2[CH2:18][CH2:19]2)[C:11]=1[OH:10]. The catalyst class is: 5. (7) Reactant: [CH3:1][O:2][C:3]([C:5]1[S:14][C:8]2[N:9]=[CH:10][N:11]=[C:12](Cl)[C:7]=2[C:6]=1[CH3:15])=[O:4].[NH2:16][C:17]1[C:18]([OH:23])=[N:19][CH:20]=[CH:21][CH:22]=1. Product: [CH3:1][O:2][C:3]([C:5]1[S:14][C:8]2[N:9]=[CH:10][N:11]=[C:12]([NH:16][C:17]3[C:18]([OH:23])=[N:19][CH:20]=[CH:21][CH:22]=3)[C:7]=2[C:6]=1[CH3:15])=[O:4]. The catalyst class is: 12. (8) The catalyst class is: 293. Product: [O:1]=[C:2]1[CH:7]([N:8]2[CH2:16][C:15]3[C:10](=[CH:11][CH:12]=[C:13]([CH2:17][NH:18][C:19](=[O:41])[C:20]([F:22])([F:21])[C:23]4[CH:28]=[CH:27][CH:26]=[CH:25][C:24]=4[NH:29][CH3:30])[CH:14]=3)[C:9]2=[O:42])[CH2:6][CH2:5][C:4](=[O:43])[NH:3]1. Reactant: [O:1]=[C:2]1[CH:7]([N:8]2[CH2:16][C:15]3[C:10](=[CH:11][CH:12]=[C:13]([CH2:17][NH:18][C:19](=[O:41])[C:20]([C:23]4[CH:28]=[CH:27][CH:26]=[CH:25][C:24]=4[N:29](C)[C:30](=O)OCC4C=CC=CC=4)([F:22])[F:21])[CH:14]=3)[C:9]2=[O:42])[CH2:6][CH2:5][C:4](=[O:43])[NH:3]1.[H][H]. (9) Reactant: [C:1]([O:5][C:6](=[O:16])[CH2:7][O:8][C:9]1[N:14]=[CH:13][C:12](Br)=[CH:11][N:10]=1)([CH3:4])([CH3:3])[CH3:2].[F:17][C:18]1[CH:23]=[CH:22][CH:21]=[CH:20][C:19]=1B(O)O.C1(P(C2C=CC=CC=2)C2C=CC=CC=2)C=CC=CC=1.C(=O)([O-])[O-].[Na+].[Na+]. Product: [C:1]([O:5][C:6](=[O:16])[CH2:7][O:8][C:9]1[N:14]=[CH:13][C:12]([C:19]2[CH:20]=[CH:21][CH:22]=[CH:23][C:18]=2[F:17])=[CH:11][N:10]=1)([CH3:4])([CH3:3])[CH3:2]. The catalyst class is: 164.